This data is from Forward reaction prediction with 1.9M reactions from USPTO patents (1976-2016). The task is: Predict the product of the given reaction. (1) Given the reactants [OH:1][C:2]1[CH:12]=[CH:11][C:5]([C:6]([O:8][CH2:9][CH3:10])=[O:7])=[CH:4][C:3]=1[O:13][CH3:14].[CH2:15](O)[CH2:16][OH:17].C1(P(C2C=CC=CC=2)C2C=CC=CC=2)C=CC=CC=1.CCOC(/N=N/C(OCC)=O)=O, predict the reaction product. The product is: [OH:17][CH2:16][CH2:15][O:1][C:2]1[CH:12]=[CH:11][C:5]([C:6]([O:8][CH2:9][CH3:10])=[O:7])=[CH:4][C:3]=1[O:13][CH3:14]. (2) Given the reactants [CH2:1]([SH:5])[CH2:2][CH2:3][SH:4].[CH3:6][O:7][C:8]1[CH:9]=[C:10]([CH:13]=[CH:14][CH:15]=1)[CH:11]=O, predict the reaction product. The product is: [CH3:6][O:7][C:8]1[CH:9]=[C:10]([CH:11]2[S:5][CH2:1][CH2:2][CH2:3][S:4]2)[CH:13]=[CH:14][CH:15]=1. (3) Given the reactants [CH:1]1[C:14]2[CH2:13][C:12]3[C:7](=[CH:8][CH:9]=[CH:10][CH:11]=3)[NH:6][C:5]=2[CH:4]=[CH:3][CH:2]=1.CC(C)([O-])C.[Na+].Br[C:22]1[C:35]2[C:36]3=[C:37]4[C:32](=[CH:33][CH:34]=2)[CH:31]=[CH:30][CH:29]=[C:28]4[CH:27]=[CH:26][C:25]3=[CH:24][CH:23]=1.C(Cl)Cl, predict the reaction product. The product is: [C:29]1([N:6]2[C:7]3[C:12](=[CH:11][CH:10]=[CH:9][CH:8]=3)[CH2:13][C:14]3[CH:1]=[CH:2][CH:3]=[CH:4][C:5]2=3)[C:28]2[C:37]3=[C:36]4[C:25](=[CH:26][CH:27]=2)[CH:24]=[CH:23][CH:22]=[C:35]4[CH:34]=[CH:33][C:32]3=[CH:31][CH:30]=1. (4) Given the reactants [NH2:1][C:2]1[CH:7]=[C:6]([C:8]2[CH:13]=[CH:12][C:11]([Cl:14])=[CH:10][C:9]=2[Cl:15])[NH:5][C:4](=[S:16])[N:3]=1.I[CH2:18][CH3:19].C(=O)(O)[O-].[Na+].O, predict the reaction product. The product is: [Cl:15][C:9]1[CH:10]=[C:11]([Cl:14])[CH:12]=[CH:13][C:8]=1[C:6]1[N:5]=[C:4]([S:16][CH2:18][CH3:19])[N:3]=[C:2]([NH2:1])[CH:7]=1.